Task: Predict the reactants needed to synthesize the given product.. Dataset: Full USPTO retrosynthesis dataset with 1.9M reactions from patents (1976-2016) (1) Given the product [CH2:25]([O:24][C:22]([C:21]1[CH:20]=[CH:19][C:18]([C:15]2[CH:16]=[CH:17][C:12]([O:11][CH2:10][CH2:9][O:8][CH2:7][C:6]([OH:29])=[O:5])=[CH:13][CH:14]=2)=[CH:28][CH:27]=1)=[O:23])[CH3:26], predict the reactants needed to synthesize it. The reactants are: C([O:5][C:6](=[O:29])[CH2:7][O:8][CH2:9][CH2:10][O:11][C:12]1[CH:17]=[CH:16][C:15]([C:18]2[CH:28]=[CH:27][C:21]([C:22]([O:24][CH2:25][CH3:26])=[O:23])=[CH:20][CH:19]=2)=[CH:14][CH:13]=1)(C)(C)C.FC(F)(F)C(O)=O. (2) Given the product [NH4+:6].[OH-:28].[F:1][C:2]1[CH:34]=[CH:33][C:5]2[N:6]=[C:7]([CH:15]([NH:17][C:18]3[N:26]=[CH:25][N:24]=[C:23]4[C:19]=3[N:20]=[CH:21][NH:22]4)[CH3:16])[N:8]([C:9]3[CH:14]=[CH:13][CH:12]=[CH:11][CH:10]=3)[C:4]=2[C:3]=1[C:35]([N:66]1[CH2:67][CH2:68][N:63]([CH3:62])[CH2:64][CH2:65]1)=[O:36], predict the reactants needed to synthesize it. The reactants are: [F:1][C:2]1[CH:34]=[CH:33][C:5]2[N:6]=[C:7]([C@@H:15]([NH:17][C:18]3[N:26]=[CH:25][N:24]=[C:23]4[C:19]=3[N:20]=[CH:21][N:22]4C3CCCC[O:28]3)[CH3:16])[N:8]([C:9]3[CH:14]=[CH:13][CH:12]=[CH:11][CH:10]=3)[C:4]=2[C:3]=1[C:35](O)=[O:36].CN(C(ON1N=NC2C=CC=NC1=2)=[N+](C)C)C.F[P-](F)(F)(F)(F)F.[CH3:62][N:63]1[CH2:68][CH2:67][NH:66][CH2:65][CH2:64]1.CCN(C(C)C)C(C)C. (3) Given the product [CH3:42][CH:41]([CH3:43])[C:40]([NH:39][C:35]1[CH:36]=[CH:37][CH:38]=[C:33]([CH:30]2[CH2:29][CH2:28][N:27]([CH2:26][CH2:25][CH2:24][NH:23][C:8](=[O:9])[C:7]([C:11]3[CH:16]=[CH:15][CH:14]=[CH:13][CH:12]=3)([C:17]3[CH:22]=[CH:21][CH:20]=[CH:19][CH:18]=3)[C:1]3[CH:6]=[CH:5][CH:4]=[CH:3][CH:2]=3)[CH2:32][CH2:31]2)[CH:34]=1)=[O:44], predict the reactants needed to synthesize it. The reactants are: [C:1]1([C:7]([C:17]2[CH:22]=[CH:21][CH:20]=[CH:19][CH:18]=2)([C:11]2[CH:16]=[CH:15][CH:14]=[CH:13][CH:12]=2)[C:8](O)=[O:9])[CH:6]=[CH:5][CH:4]=[CH:3][CH:2]=1.[NH2:23][CH2:24][CH2:25][CH2:26][N:27]1[CH2:32][CH2:31][CH:30]([C:33]2[CH:34]=[C:35]([NH:39][C:40](=[O:44])[CH:41]([CH3:43])[CH3:42])[CH:36]=[CH:37][CH:38]=2)[CH2:29][CH2:28]1. (4) Given the product [CH2:24]([NH:25][C:26]([NH:5][CH2:4][CH:3]([CH2:1][CH3:2])[CH2:6][CH2:7][CH2:8][CH3:9])=[O:27])[CH2:23][CH2:22][CH2:21][CH2:20][CH2:19][CH2:18][CH2:17][CH2:16][CH2:15][CH2:14][CH2:13][NH:10][C:11]([NH:5][CH2:4][CH:3]([CH2:1][CH3:2])[CH2:6][CH2:7][CH2:8][CH3:9])=[O:12], predict the reactants needed to synthesize it. The reactants are: [CH2:1]([CH:3]([CH2:6][CH2:7][CH2:8][CH3:9])[CH2:4][NH2:5])[CH3:2].[N:10]([CH2:13][CH2:14][CH2:15][CH2:16][CH2:17][CH2:18][CH2:19][CH2:20][CH2:21][CH2:22][CH2:23][CH2:24][N:25]=[C:26]=[O:27])=[C:11]=[O:12]. (5) Given the product [Cl:1][C:2]1[CH:3]=[C:4]2[C:8](=[CH:9][CH:10]=1)[N:7]([CH2:11][OH:12])[C:6]([C:19]1[CH:20]=[N:21][CH:22]=[CH:23][CH:24]=1)=[C:5]2[CH3:25], predict the reactants needed to synthesize it. The reactants are: [Cl:1][C:2]1[CH:3]=[C:4]2[C:8](=[CH:9][CH:10]=1)[N:7]([CH2:11][O:12]C(=O)C(C)(C)C)[C:6]([C:19]1[CH:20]=[N:21][CH:22]=[CH:23][CH:24]=1)=[C:5]2[CH3:25].CC(C[AlH]CC(C)C)C. (6) Given the product [Cl:54][C:55]1[CH:56]=[CH:57][C:58]([S:61][C:29]2[C:28]([C:32]3[CH:41]=[CH:40][C:39]4[C:34](=[CH:35][CH:36]=[C:37]([C:42]([OH:44])=[O:43])[CH:38]=4)[N:33]=3)=[N:27][N:26]([CH:23]3[CH2:24][CH2:25]3)[CH:30]=2)=[N:59][CH:60]=1, predict the reactants needed to synthesize it. The reactants are: C(N1C=C(I)C(C2C=CC3C(=CC=C(C(OC)=O)C=3)N=2)=N1)C.[CH:23]1([N:26]2[CH:30]=[C:29](I)[C:28]([C:32]3[CH:41]=[CH:40][C:39]4[C:34](=[CH:35][CH:36]=[C:37]([C:42]([O:44]C)=[O:43])[CH:38]=4)[N:33]=3)=[N:27]2)[CH2:25][CH2:24]1.ClC1C=CC(S)=CC=1.[Cl:54][C:55]1[CH:56]=[CH:57][C:58]([SH:61])=[N:59][CH:60]=1.